Task: Predict the product of the given reaction.. Dataset: Forward reaction prediction with 1.9M reactions from USPTO patents (1976-2016) (1) Given the reactants Br[C:2]1[CH:10]=[C:9]2[C:5]([CH2:6][C:7](=[O:27])[N:8]2[CH:11]([CH2:21][CH:22]2[CH2:26][CH2:25][CH2:24][CH2:23]2)[C:12]([NH:14][C:15]2[CH:20]=[CH:19][CH:18]=[CH:17][N:16]=2)=[O:13])=[CH:4][CH:3]=1.O.[CH3:29][N:30](C)C=O, predict the reaction product. The product is: [C:29]([C:2]1[CH:10]=[C:9]2[C:5]([CH2:6][C:7](=[O:27])[N:8]2[CH:11]([CH2:21][CH:22]2[CH2:26][CH2:25][CH2:24][CH2:23]2)[C:12]([NH:14][C:15]2[CH:20]=[CH:19][CH:18]=[CH:17][N:16]=2)=[O:13])=[CH:4][CH:3]=1)#[N:30]. (2) Given the reactants [OH-].[K+].[CH2:3]([N:10]1[CH:15]2[CH2:16][C:17](=[O:19])[CH2:18][CH:11]1[CH2:12][O:13][CH2:14]2)[C:4]1[CH:9]=[CH:8][CH:7]=[CH:6][CH:5]=1.C(OI(C1C=CC=CC=1)OC(=O)C)(=[O:22])C, predict the reaction product. The product is: [CH2:3]([N:10]1[CH:11]2[CH:18]([OH:22])[C:17](=[O:19])[CH2:16][CH:15]1[CH2:14][O:13][CH2:12]2)[C:4]1[CH:5]=[CH:6][CH:7]=[CH:8][CH:9]=1. (3) Given the reactants N1(C(=S)O[C@@H:8]2[C@H:13]3[N:14]=[C:15]([N:17]([CH3:19])[CH3:18])[S:16][C@H:12]3[O:11][C@@H:10]3[CH2:20][O:21]C(C4C=CC=CC=4)[O:23][C@@H:9]23)C=CN=C1.CCCC[SnH](CCCC)CCCC.C1CCC(N=NC2(C#N)CCCCC2)(C#N)CC1.CN(C)C1S[C@H]2O[C@@H]3COC(C4C=CC=CC=4)O[C@H]3C[C@H]2N=1.Cl, predict the reaction product. The product is: [OH:21][CH2:20][C@H:10]1[O:11][C@H:12]2[C@H:13]([N:14]=[C:15]([N:17]([CH3:18])[CH3:19])[S:16]2)[CH2:8][C@@H:9]1[OH:23].